This data is from Reaction yield outcomes from USPTO patents with 853,638 reactions. The task is: Predict the reaction yield, written as a fraction of the theoretical maximum amount of product (1.0 means a 100% yield; for example, 0.34 means a 34% yield). (1) The reactants are Br[C:2]1[C:3]2[CH:12]=[CH:11][N:10]([S:13]([C:16]3[CH:22]=[CH:21][C:19]([CH3:20])=[CH:18][CH:17]=3)(=[O:15])=[O:14])[C:4]=2[C:5](=[O:9])[N:6]([CH3:8])[CH:7]=1.[CH2:23]([O:25][C:26]([C:28]1[CH:29]=[CH:30][C:31]([F:37])=[C:32](B(O)O)[CH:33]=1)=[O:27])[CH3:24].C(=O)([O-])[O-].[Na+].[Na+]. The catalyst is C1(C)C=CC=CC=1.C(O)C.O.C1C=CC([P]([Pd]([P](C2C=CC=CC=2)(C2C=CC=CC=2)C2C=CC=CC=2)([P](C2C=CC=CC=2)(C2C=CC=CC=2)C2C=CC=CC=2)[P](C2C=CC=CC=2)(C2C=CC=CC=2)C2C=CC=CC=2)(C2C=CC=CC=2)C2C=CC=CC=2)=CC=1. The product is [F:37][C:31]1[CH:30]=[CH:29][C:28]([C:26]([O:25][CH2:23][CH3:24])=[O:27])=[CH:33][C:32]=1[C:2]1[C:3]2[CH:12]=[CH:11][N:10]([S:13]([C:16]3[CH:22]=[CH:21][C:19]([CH3:20])=[CH:18][CH:17]=3)(=[O:15])=[O:14])[C:4]=2[C:5](=[O:9])[N:6]([CH3:8])[CH:7]=1. The yield is 0.870. (2) The reactants are [CH2:1]1[CH:6]2[CH2:7][C:8]3([NH2:11])[CH2:10][CH:4]([CH2:5]2)[CH2:3][CH:2]1[CH2:9]3.Cl[CH2:13][C:14]1[N:18]=[CH:17][O:16][N:15]=1. No catalyst specified. The product is [C:8]12([NH:11][CH2:13][C:14]3[N:18]=[CH:17][O:16][N:15]=3)[CH2:10][CH:4]3[CH2:5][CH:6]([CH2:1][CH:2]([CH2:3]3)[CH2:9]1)[CH2:7]2. The yield is 0.750. (3) The reactants are [Br:1][C:2]1[CH:10]=[C:9]2[C:5]([CH2:6][C:7]3([CH2:27][CH2:26][CH:25]([O:28][CH3:29])[CH2:24][CH2:23]3)[C:8]2([NH:16][S:17]([C:19]([CH3:22])([CH3:21])[CH3:20])=[O:18])[C:11]([O:13][CH2:14][CH3:15])=C)=[CH:4][CH:3]=1.C[O:31]C1C=CC(P2(SP(C3C=CC(OC)=CC=3)(=S)S2)=S)=CC=1. The catalyst is C1(C)C=CC=CC=1. The product is [Br:1][C:2]1[CH:10]=[C:9]2[C:5]([CH2:6][C:7]3([CH2:27][CH2:26][CH:25]([O:28][CH3:29])[CH2:24][CH2:23]3)[C:8]2([NH:16][S:17]([C:19]([CH3:21])([CH3:22])[CH3:20])=[O:18])[C:11]([O:13][CH2:14][CH3:15])=[O:31])=[CH:4][CH:3]=1. The yield is 0.840. (4) The reactants are [CH3:1][C:2]1[CH:9]=[CH:8][C:5]([CH:6]=O)=[CH:4][CH:3]=1.Cl.[NH2:11][OH:12].C([O-])(=O)C.[Na+]. The catalyst is C(O)C.O. The product is [CH3:1][C:2]1[CH:9]=[CH:8][C:5]([CH:6]=[N:11][OH:12])=[CH:4][CH:3]=1. The yield is 0.918. (5) The reactants are [C:1]([CH2:3][C:4]1([N:15]2[CH:19]=[C:18]([C:20]3[C:21]4[CH:28]=[CH:27][N:26]([CH2:29][O:30][CH2:31][CH2:32][Si:33]([CH3:36])([CH3:35])[CH3:34])[C:22]=4[N:23]=[CH:24][N:25]=3)[CH:17]=[N:16]2)[CH2:7][N:6](C(OC(C)(C)C)=O)[CH2:5]1)#[N:2].[ClH:37]. The catalyst is C1COCC1.O1CCOCC1. The product is [ClH:37].[ClH:37].[CH3:35][Si:33]([CH3:34])([CH3:36])[CH2:32][CH2:31][O:30][CH2:29][N:26]1[C:22]2[N:23]=[CH:24][N:25]=[C:20]([C:18]3[CH:17]=[N:16][N:15]([C:4]4([CH2:3][C:1]#[N:2])[CH2:5][NH:6][CH2:7]4)[CH:19]=3)[C:21]=2[CH:28]=[CH:27]1. The yield is 0.990. (6) The yield is 0.830. The product is [C:13]([O:17][C:18]([NH:20][C@@:21]12[CH2:27][CH2:26][C@:25]1([CH2:28][F:29])[CH2:24][N:23]([C@@H:30]([C:32]1[CH:33]=[CH:34][CH:35]=[CH:36][CH:37]=1)[CH3:31])[CH2:22]2)=[O:19])([CH3:14])([CH3:15])[CH3:16]. The catalyst is C1(C)C=CC=CC=1.[Cl-].[Na+].O. The reactants are COCCO[AlH2-]OCCOC.[Na+].[C:13]([O:17][C:18]([NH:20][C@@:21]12[CH2:27][CH2:26][C@:25]1([CH2:28][F:29])[CH2:24][N:23]([C@@H:30]([C:32]1[CH:37]=[CH:36][CH:35]=[CH:34][CH:33]=1)[CH3:31])[C:22]2=O)=[O:19])([CH3:16])([CH3:15])[CH3:14].O.O.O.O.C(C(C(C([O-])=O)O)O)([O-])=O.[Na+].[K+].C(OCC)(=O)C. (7) The reactants are FC(F)(F)S(O[C:7]1[C:8]2[C:17]([C:18]3[CH:23]=[CH:22][CH:21]=[CH:20][CH:19]=3)=[C:16]([C:24]3[CH:29]=[CH:28][C:27]([C:30]4([NH:34][C:35]([O:37][C:38]([CH3:41])([CH3:40])[CH3:39])=[O:36])[CH2:33][CH2:32][CH2:31]4)=[CH:26][CH:25]=3)[O:15][C:9]=2[N:10]=[C:11]([S:13][CH3:14])[N:12]=1)(=O)=O.[CH3:44][NH:45][CH3:46]. The catalyst is C1COCC1. The product is [CH3:44][N:45]([CH3:46])[C:7]1[C:8]2[C:17]([C:18]3[CH:23]=[CH:22][CH:21]=[CH:20][CH:19]=3)=[C:16]([C:24]3[CH:29]=[CH:28][C:27]([C:30]4([NH:34][C:35](=[O:36])[O:37][C:38]([CH3:39])([CH3:41])[CH3:40])[CH2:33][CH2:32][CH2:31]4)=[CH:26][CH:25]=3)[O:15][C:9]=2[N:10]=[C:11]([S:13][CH3:14])[N:12]=1. The yield is 0.770. (8) The reactants are [CH3:1][C:2]1([CH3:24])[CH2:11][CH2:10][C:9]2[C:4](=[CH:5][CH:6]=[C:7]([S:12]([NH:15][CH2:16][C:17]([O:19][C:20]([CH3:23])([CH3:22])[CH3:21])=[O:18])(=[O:14])=[O:13])[CH:8]=2)[O:3]1.CCN(P1(N(C)CCCN1C)=NC(C)(C)C)CC.[Br:43][C:44]1[CH:49]=[CH:48][C:47]([CH2:50]Br)=[CH:46][CH:45]=1. The catalyst is CC#N. The product is [Br:43][C:44]1[CH:49]=[CH:48][C:47]([CH2:50][N:15]([CH2:16][C:17]([O:19][C:20]([CH3:23])([CH3:22])[CH3:21])=[O:18])[S:12]([C:7]2[CH:8]=[C:9]3[C:4](=[CH:5][CH:6]=2)[O:3][C:2]([CH3:24])([CH3:1])[CH2:11][CH2:10]3)(=[O:14])=[O:13])=[CH:46][CH:45]=1. The yield is 0.860. (9) The reactants are [C:1]([OH:9])(=O)[C:2]1[CH:7]=[CH:6][CH:5]=[CH:4][CH:3]=1.F[B-](F)(F)F.N1(OC(N(C)C)=[N+](C)C)C2C=CC=CC=2N=N1.O.ON1C2C=CC=CC=2N=N1.C(N(CC)C(C)C)(C)C.[CH2:52]([N:59]1[CH2:64][CH2:63][O:62][CH:61]([C:65]([NH2:68])=[N:66]O)[CH2:60]1)[C:53]1[CH:58]=[CH:57][CH:56]=[CH:55][CH:54]=1. The catalyst is CN(C)C=O.O. The product is [CH2:52]([N:59]1[CH2:64][CH2:63][O:62][CH:61]([C:65]2[N:68]=[C:1]([C:2]3[CH:3]=[CH:4][CH:5]=[CH:6][CH:7]=3)[O:9][N:66]=2)[CH2:60]1)[C:53]1[CH:54]=[CH:55][CH:56]=[CH:57][CH:58]=1. The yield is 0.750.